Dataset: Full USPTO retrosynthesis dataset with 1.9M reactions from patents (1976-2016). Task: Predict the reactants needed to synthesize the given product. Given the product [CH2:19]([CH:14]([CH2:15][CH2:16][CH2:17][CH3:18])[CH2:13][O:12][C:9]1[CH:8]=[CH:7][C:6]([O:5][CH2:4][CH:3]([CH2:1][CH3:2])[CH2:21][CH2:22][CH2:23][CH3:24])=[CH:11][C:10]=1[CH:25]=[O:26])[CH3:20], predict the reactants needed to synthesize it. The reactants are: [CH2:1]([CH:3]([CH2:21][CH2:22][CH2:23][CH3:24])[CH2:4][O:5][C:6]1[CH:11]=[CH:10][C:9]([O:12][CH2:13][CH:14]([CH2:19][CH3:20])[CH2:15][CH2:16][CH2:17][CH3:18])=[CH:8][CH:7]=1)[CH3:2].[CH3:25][O:26]C(Cl)Cl.[Sn](Cl)(Cl)(Cl)Cl.Cl.